Dataset: Forward reaction prediction with 1.9M reactions from USPTO patents (1976-2016). Task: Predict the product of the given reaction. Given the reactants [CH:1]1([C:4]2[C:5]([O:24][CH2:25][C:26]([F:29])([F:28])[F:27])=[CH:6][C:7]([C:10]([NH:12][C:13]([C:18]3[N:22]=[C:21]([CH3:23])[O:20][N:19]=3)([CH3:17])[C:14]([OH:16])=O)=[O:11])=[N:8][CH:9]=2)[CH2:3][CH2:2]1.Cl.[CH3:31][NH:32][CH3:33], predict the reaction product. The product is: [CH:1]1([C:4]2[C:5]([O:24][CH2:25][C:26]([F:27])([F:29])[F:28])=[CH:6][C:7]([C:10]([NH:12][C:13]([C:18]3[N:22]=[C:21]([CH3:23])[O:20][N:19]=3)([CH3:17])[C:14]([N:32]([CH3:33])[CH3:31])=[O:16])=[O:11])=[N:8][CH:9]=2)[CH2:2][CH2:3]1.